Dataset: Experimentally validated miRNA-target interactions with 360,000+ pairs, plus equal number of negative samples. Task: Binary Classification. Given a miRNA mature sequence and a target amino acid sequence, predict their likelihood of interaction. (1) The miRNA is hsa-miR-574-5p with sequence UGAGUGUGUGUGUGUGAGUGUGU. The protein sequence of the target gene is MLNMWKVRELVDKATNVVMNYSEIESKVREATNDDPWGPSGQLMGEIAKATFMYEQFPELMNMLWSRMLKDNKKNWRRVYKSLLLLAYLIRNGSERVVTSAREHIYDLRSLENYHFVDEHGKDQGINIRQKVKELVEFAQDDDRLREERKKAKKNKDKYVGVSSDSVGGFRYSERYDPEPKSKWDEEWDKNKSAFPFSDKLGELSDKIGSTIDDTISKFRRKDREDSPERCSDSDEEKKARRGRSPKGEFKDEEETVTTKHIHITQATETTTTRHKRTANPSKTIDLGAAAHYTGDKASP.... Result: 0 (no interaction). (2) The miRNA is mmu-miR-188-5p with sequence CAUCCCUUGCAUGGUGGAGGG. Result: 0 (no interaction). The protein sequence of the target gene is MKAADEPAYLTVGTDVSAKYRGAFCEAKIKTVKRLVKVKVLLKQDNTTQLVQDDQVKGPLRVGAIVETRTSDGSIQEAIISKLTDASWYTVVFDDGDERTLRRTSLCLKGERHFAESETLDQLPLTNPEHFGTPVIAKKTNRGRRSSLPITEDEKEEESSEEEDEDKRRLNDELLGKVVSVASTAESTGWYPALVVSPSCNDDVTVKKDQCLVRSFIDSKFYSIARKDIKELDILTLPESELCARPGLRRASVFLKGRIVPDNWKMDISEILESSSSDDEECPAEEHEEEKEKEAKKEEE.... (3) The miRNA is hsa-miR-548j-3p with sequence CAAAAACUGCAUUACUUUUGC. The protein sequence of the target gene is MEVDAPGVDGRDGLRERRGFSEGGRQNFDVRPQSGANGLPKHSYWLDLWLFILFDVVVFLFVYFLP. Result: 1 (interaction). (4) The miRNA is bta-miR-199a-5p with sequence CCCAGUGUUCAGACUACCUGUU. The protein sequence of the target gene is MGRFAAALVGSLFWLGLLLCGLGSLASAEPRAPPNRIAIVGAGIGGTSSAYYLRKKFGKDVKIDVFEREEVGGRLATLKVQGHDYEAGGSVIHPLNLHMKRFVKELGLSSVPASGGLVGVYNGKSLVFEESSWFVINVIKLVWRYGFQSLRMHMWVEDLLDKFMRIYRYQSHDYAFSSVEKLMHAIGGDDYVRLLNQTLRENLKKAGFSETFLNEMIAPVMKVNYGQSTDINAFVGAVSLTAADSNLWAVEGGNKIVCSGLLQASSSNLISGSVMSIEEKTRTKQTGNPTKMYEVVYKTG.... Result: 0 (no interaction). (5) The miRNA is hsa-miR-2681-5p with sequence GUUUUACCACCUCCAGGAGACU. The protein sequence of the target gene is MAAPESGPALSPGTAEGEEETILYDLLVNTEWPPETEVQPRGNQKHGASFIITKAIRDRLLFLRQYIWYSPAPFLLPDGLVRLVNKQINWHLVLASNGKLLAAVQDQCVEIRSAKDDFTSIIGKCQVPKDPKPQWRRVAWSYDCTLLAYAESTGTVRVFDLMGSELFVISPASSFIGDLSYAIAGLIFLEYKASAQWSAELLVINYRGELRSYLVSVGTNQSYQESHCFSFSSHYPHGINTAIYHPGHRLLLVGGCETAEVGMSKASSCGLSAWRVLSGSPYYKQVTNGGDGVTAVPKTL.... Result: 0 (no interaction).